Dataset: Forward reaction prediction with 1.9M reactions from USPTO patents (1976-2016). Task: Predict the product of the given reaction. (1) Given the reactants [NH2:1][CH2:2][C:3]1[CH:4]=[CH:5][C:6]([Cl:27])=[C:7]([NH:9][C:10]2[S:11]/[C:12](=[CH:16]\[C:17]3[CH:18]=[C:19]4[C:24](=[CH:25][CH:26]=3)[N:23]=[CH:22][CH:21]=[CH:20]4)/[C:13](=[O:15])[N:14]=2)[CH:8]=1.ON1C2N=CC=CC=2N=N1.Cl.[CH3:39][N:40]([CH3:45])[CH2:41][C:42](O)=[O:43].Cl.CN(C)CCCN=C=NCC.[OH-].[Na+], predict the reaction product. The product is: [Cl:27][C:6]1[CH:5]=[CH:4][C:3]([CH2:2][NH:1][C:42](=[O:43])[CH2:41][N:40]([CH3:45])[CH3:39])=[CH:8][C:7]=1[NH:9][C:10]1[S:11]/[C:12](=[CH:16]\[C:17]2[CH:18]=[C:19]3[C:24](=[CH:25][CH:26]=2)[N:23]=[CH:22][CH:21]=[CH:20]3)/[C:13](=[O:15])[N:14]=1. (2) Given the reactants C([O:5][C:6](=[O:23])[CH2:7][N:8]1[CH2:17][C:16]2[N:15]=[CH:14][C:13]([C:18]([O:20][CH2:21][CH3:22])=[O:19])=[CH:12][C:11]=2[CH2:10][CH2:9]1)(C)(C)C.[ClH:24], predict the reaction product. The product is: [ClH:24].[CH2:21]([O:20][C:18]([C:13]1[CH:14]=[N:15][C:16]2[CH2:17][N:8]([CH2:7][C:6]([OH:23])=[O:5])[CH2:9][CH2:10][C:11]=2[CH:12]=1)=[O:19])[CH3:22]. (3) Given the reactants C(=O)([O-])[O-].[Na+].[Na+].CC1(C)C(C)(C)OB([C:15]2[CH:20]=[CH:19][CH:18]=[CH:17][C:16]=2[NH:21][C:22](=[O:28])[O:23][C:24]([CH3:27])([CH3:26])[CH3:25])O1.Br[C:31]1[CH:43]=[CH:42][C:34]([C:35]([O:37][C:38]([CH3:41])([CH3:40])[CH3:39])=[O:36])=[C:33]([N+:44]([O-:46])=[O:45])[CH:32]=1.C(O)(=O)CC(CC(O)=O)(C(O)=O)O, predict the reaction product. The product is: [C:24]([O:23][C:22]([NH:21][C:16]1[CH:17]=[CH:18][CH:19]=[CH:20][C:15]=1[C:31]1[CH:43]=[CH:42][C:34]([C:35]([O:37][C:38]([CH3:40])([CH3:41])[CH3:39])=[O:36])=[C:33]([N+:44]([O-:46])=[O:45])[CH:32]=1)=[O:28])([CH3:25])([CH3:26])[CH3:27]. (4) Given the reactants C([O:4][C@H:5]([CH3:28])[CH2:6][CH2:7][CH2:8][CH2:9][N:10]1[C:19](=[O:20])[C:18]2[N:17]([CH3:21])[CH:16]=[N:15][C:14]=2[N:13]([CH2:22][C:23]2[O:24][CH:25]=[CH:26][CH:27]=2)[C:11]1=[O:12])(=O)C.Cl.O1CCOCC1, predict the reaction product. The product is: [O:24]1[CH:25]=[CH:26][CH:27]=[C:23]1[CH2:22][N:13]1[C:14]2[N:15]=[CH:16][N:17]([CH3:21])[C:18]=2[C:19](=[O:20])[N:10]([CH2:9][CH2:8][CH2:7][CH2:6][C@H:5]([OH:4])[CH3:28])[C:11]1=[O:12]. (5) Given the reactants [CH2:1]([O:8][C:9](=[O:20])[NH:10][C@H:11]1[CH2:16][CH2:15][C@H:14]([NH2:17])[C@@H:13]([O:18][CH3:19])[CH2:12]1)[C:2]1[CH:7]=[CH:6][CH:5]=[CH:4][CH:3]=1.[CH3:21][C:22]([O:25][C:26](O[C:26]([O:25][C:22]([CH3:24])([CH3:23])[CH3:21])=[O:27])=[O:27])([CH3:24])[CH3:23], predict the reaction product. The product is: [C:22]([O:25][C:26](=[O:27])[NH:17][C@H:14]1[CH2:15][CH2:16][C@H:11]([NH:10][C:9]([O:8][CH2:1][C:2]2[CH:7]=[CH:6][CH:5]=[CH:4][CH:3]=2)=[O:20])[CH2:12][C@@H:13]1[O:18][CH3:19])([CH3:24])([CH3:23])[CH3:21]. (6) Given the reactants [Cl:1][C:2]1[CH:3]=[C:4]([C:8]2[CH:9]=[C:10]([NH2:13])[NH:11][N:12]=2)[CH:5]=[CH:6][CH:7]=1.[Br:14]N1C(=O)CCC1=O, predict the reaction product. The product is: [Br:14][C:9]1[C:8]([C:4]2[CH:5]=[CH:6][CH:7]=[C:2]([Cl:1])[CH:3]=2)=[N:12][NH:11][C:10]=1[NH2:13]. (7) Given the reactants [O:1]1[CH:5]=[CH:4][C:3]([C:6]2[N:11]3[N:12]=[C:13]([NH2:15])[N:14]=[C:10]3[CH:9]=[CH:8][CH:7]=2)=[CH:2]1.[O:16]1[C:20]([C:21](Cl)=[O:22])=[CH:19][CH:18]=[N:17]1, predict the reaction product. The product is: [O:1]1[CH:5]=[CH:4][C:3]([C:6]2[N:11]3[N:12]=[C:13]([NH:15][C:21]([C:20]4[O:16][N:17]=[CH:18][CH:19]=4)=[O:22])[N:14]=[C:10]3[CH:9]=[CH:8][CH:7]=2)=[CH:2]1.